The task is: Predict which catalyst facilitates the given reaction.. This data is from Catalyst prediction with 721,799 reactions and 888 catalyst types from USPTO. (1) Reactant: [CH3:1][C:2]1[CH2:7][CH2:6][CH2:5][C:4]([CH3:9])([CH3:8])[C:3]=1[CH:10]=O.[NH2:12][C:13]1[CH:14]=[C:15]([CH:18]=[CH:19][CH:20]=1)[C:16]#[N:17].C(O)(=O)C.C([BH3-])#N.[Na+]. Product: [CH3:1][C:2]1[CH2:7][CH2:6][CH2:5][C:4]([CH3:9])([CH3:8])[C:3]=1[CH2:10][NH:12][C:13]1[CH:14]=[C:15]([CH:18]=[CH:19][CH:20]=1)[C:16]#[N:17]. The catalyst class is: 5. (2) Product: [NH:39]1[C:47]2=[N:46][CH:45]=[CH:44][CH:43]=[C:42]2[C:41]([CH:48]=[C:7]2[O:6][C:5]([NH:38][CH:35]3[CH2:37][CH2:36]3)=[C:9]([C:10]([O:12][CH:13]([CH3:14])[CH3:15])=[O:11])[C:8]2=[O:16])=[CH:40]1. Reactant: C(O[C:5]1[O:6][CH2:7][C:8](=[O:16])[C:9]=1[C:10]([O:12][CH:13]([CH3:15])[CH3:14])=[O:11])(C)C.C(OC(C)C)(=O)CC(OC(C)C)=O.ClCC(Cl)=O.[CH:35]1([NH2:38])[CH2:37][CH2:36]1.[NH:39]1[C:47]2[C:42](=[CH:43][CH:44]=[CH:45][N:46]=2)[C:41]([CH:48]=O)=[CH:40]1.N1CCCCC1. The catalyst class is: 41.